Dataset: Full USPTO retrosynthesis dataset with 1.9M reactions from patents (1976-2016). Task: Predict the reactants needed to synthesize the given product. (1) Given the product [CH3:21][O:22][C:23]1[CH:34]=[CH:33][C:26]([C:27]([C:12]2[CH:13]=[CH:14][C:9]([O:8][CH2:1][C:2]3[CH:7]=[CH:6][CH:5]=[CH:4][CH:3]=3)=[CH:10][CH:11]=2)=[O:28])=[C:25]([O:35][CH2:36][O:37][CH3:38])[CH:24]=1, predict the reactants needed to synthesize it. The reactants are: [CH2:1]([O:8][C:9]1[CH:14]=[CH:13][C:12](Br)=[CH:11][CH:10]=1)[C:2]1[CH:7]=[CH:6][CH:5]=[CH:4][CH:3]=1.C([Li])CCC.[CH3:21][O:22][C:23]1[CH:34]=[CH:33][C:26]([C:27](N(OC)C)=[O:28])=[C:25]([O:35][CH2:36][O:37][CH3:38])[CH:24]=1.O. (2) Given the product [CH2:1]([O:3][C:4]1[CH:12]=[C:11]2[C:7]([CH:8]=[N:9][NH:10]2)=[CH:6][C:5]=1[NH:13][C:14]1[C:15]2[C:22]3[CH2:23][CH2:24][CH:25]([C:27]([N:30]4[CH2:35][CH2:34][CH2:33][CH:32]([C:36]#[N:37])[CH2:31]4)=[O:28])[CH2:26][C:21]=3[S:20][C:16]=2[N:17]=[CH:18][N:19]=1)[CH3:2], predict the reactants needed to synthesize it. The reactants are: [CH2:1]([O:3][C:4]1[CH:12]=[C:11]2[C:7]([CH:8]=[N:9][NH:10]2)=[CH:6][C:5]=1[NH:13][C:14]1[C:15]2[C:22]3[CH2:23][CH2:24][CH:25]([C:27](O)=[O:28])[CH2:26][C:21]=3[S:20][C:16]=2[N:17]=[CH:18][N:19]=1)[CH3:2].[NH:30]1[CH2:35][CH2:34][CH2:33][CH:32]([C:36]#[N:37])[CH2:31]1. (3) Given the product [ClH:9].[NH:7]([C:10]([C:12]1[C:20]2[C:15](=[CH:16][CH:17]=[C:18]([CH3:21])[CH:19]=2)[N:14]([C:22]2[C:31]3[C:26](=[CH:27][CH:28]=[CH:29][CH:30]=3)[N:25]=[CH:24][CH:23]=2)[CH:13]=1)=[O:11])[C:6]([NH2:8])=[NH:5], predict the reactants needed to synthesize it. The reactants are: [Na].CO.Cl.[NH2:5][C:6]([NH2:8])=[NH:7].[Cl:9][C:10]([C:12]1[C:20]2[C:15](=[CH:16][CH:17]=[C:18]([CH3:21])[CH:19]=2)[N:14]([C:22]2[C:31]3[C:26](=[CH:27][CH:28]=[CH:29][CH:30]=3)[N:25]=[CH:24][CH:23]=2)[CH:13]=1)=[O:11]. (4) The reactants are: I[C:2]1[CH:7]=[C:6]([C:8]([F:11])([F:10])[F:9])[CH:5]=[CH:4][C:3]=1[C:12]1[N:17]=[CH:16][N:15]=[C:14]([NH:18][C:19]2[CH:27]=[CH:26][CH:25]=[C:24]3[C:20]=2[CH2:21][CH:22]([OH:28])[CH2:23]3)[CH:13]=1.[F:29][C:30]([F:41])([F:40])[C:31]1[CH:36]=[CH:35][C:34](B(O)O)=[CH:33][CH:32]=1. Given the product [F:29][C:30]([F:41])([F:40])[C:31]1[CH:36]=[CH:35][C:34]([C:2]2[CH:7]=[C:6]([C:8]([F:11])([F:10])[F:9])[CH:5]=[CH:4][C:3]=2[C:12]2[N:17]=[CH:16][N:15]=[C:14]([NH:18][C:19]3[CH:27]=[CH:26][CH:25]=[C:24]4[C:20]=3[CH2:21][CH:22]([OH:28])[CH2:23]4)[CH:13]=2)=[CH:33][CH:32]=1, predict the reactants needed to synthesize it.